Dataset: Reaction yield outcomes from USPTO patents with 853,638 reactions. Task: Predict the reaction yield, written as a fraction of the theoretical maximum amount of product (1.0 means a 100% yield; for example, 0.34 means a 34% yield). (1) The reactants are [O:1]([C:8]1[CH:13]=[CH:12][C:11]([C:14]2[NH:18][N:17]=[CH:16][C:15]=2[C:19]([O:21][CH2:22][CH3:23])=[O:20])=[CH:10][CH:9]=1)[C:2]1[CH:7]=[CH:6][CH:5]=[CH:4][CH:3]=1.BrC1C=CC(O[CH:30]2[CH2:39][CH2:38][C:33]3(OCCO3)[CH2:32]C2)=CC=1.C([O-])([O-])=O.[Cs+].[Cs+]. The catalyst is CN(C=O)C. The product is [CH:32]1([N:17]2[CH:16]=[C:15]([C:19]([O:21][CH2:22][CH3:23])=[O:20])[C:14]([C:11]3[CH:10]=[CH:9][C:8]([O:1][C:2]4[CH:3]=[CH:4][CH:5]=[CH:6][CH:7]=4)=[CH:13][CH:12]=3)=[N:18]2)[CH2:33][CH2:38][CH2:39][CH2:30]1. The yield is 0.710. (2) The reactants are Cl[C:2]1[C:3]2[S:19][C:18]([CH3:20])=[CH:17][C:4]=2[N:5]=[C:6]([C:8]([C:10]2[CH:15]=[CH:14][C:13]([F:16])=[CH:12][CH:11]=2)=[O:9])[N:7]=1.[CH3:21][C:22]1[NH:26][N:25]=[C:24]([NH2:27])[CH:23]=1.CCN(C(C)C)C(C)C. The catalyst is CN(C=O)C.O. The product is [F:16][C:13]1[CH:14]=[CH:15][C:10]([C:8]([C:6]2[N:7]=[C:2]([NH:27][C:24]3[CH:23]=[C:22]([CH3:21])[NH:26][N:25]=3)[C:3]3[S:19][C:18]([CH3:20])=[CH:17][C:4]=3[N:5]=2)=[O:9])=[CH:11][CH:12]=1. The yield is 0.380. (3) The reactants are Cl.[F:2][C:3]1[CH:8]=[CH:7][C:6]([S:9]([CH2:12][CH:13]2[CH2:16][NH:15][CH2:14]2)(=[O:11])=[O:10])=[CH:5][CH:4]=1.CCN(CC)CC.Br[CH2:25][C:26]([C:28]1[CH:33]=[CH:32][C:31]([F:34])=[CH:30][C:29]=1[CH3:35])=[O:27]. The catalyst is CC#N. The product is [F:34][C:31]1[CH:32]=[CH:33][C:28]([C:26](=[O:27])[CH2:25][N:15]2[CH2:16][CH:13]([CH2:12][S:9]([C:6]3[CH:7]=[CH:8][C:3]([F:2])=[CH:4][CH:5]=3)(=[O:11])=[O:10])[CH2:14]2)=[C:29]([CH3:35])[CH:30]=1. The yield is 0.560. (4) The reactants are [O:1]1[CH2:5][CH2:4][O:3][CH:2]1[CH2:6][CH2:7][N:8]1[C:16]2[C:11](=[CH:12][CH:13]=[C:14]([F:17])[CH:15]=2)[C:10]([CH:18]2[CH2:23][CH2:22][NH:21][CH2:20][CH2:19]2)=[CH:9]1.C[O:25][C:26](=[O:37])[C:27]1[CH:32]=[CH:31][CH:30]=[CH:29][C:28]=1[O:33][CH2:34][CH2:35]Cl. No catalyst specified. The product is [O:1]1[CH2:5][CH2:4][O:3][CH:2]1[CH2:6][CH2:7][N:8]1[C:16]2[C:11](=[CH:12][CH:13]=[C:14]([F:17])[CH:15]=2)[C:10]([CH:18]2[CH2:23][CH2:22][N:21]([CH2:35][CH2:34][O:33][C:28]3[CH:29]=[CH:30][CH:31]=[CH:32][C:27]=3[C:26]([OH:37])=[O:25])[CH2:20][CH2:19]2)=[CH:9]1. The yield is 0.220. (5) The reactants are Br[C:2]1[CH:3]=[C:4]([NH:10][C:11]2[CH:16]=[CH:15][C:14]([N:17]3[CH2:22][CH2:21][N:20]([CH:23]4[CH2:26][O:25][CH2:24]4)[CH2:19][C@@H:18]3[CH2:27][CH3:28])=[CH:13][N:12]=2)[C:5](=[O:9])[N:6]([CH3:8])[CH:7]=1.[B:29]1([B:29]2[O:33][C:32]([CH3:35])([CH3:34])[C:31]([CH3:37])([CH3:36])[O:30]2)[O:33][C:32]([CH3:35])([CH3:34])[C:31]([CH3:37])([CH3:36])[O:30]1.CC(C1C=C(C(C)C)C(C2C=CC=CC=2P(C2CCCCC2)C2CCCCC2)=C(C(C)C)C=1)C.C([O-])(=O)C.[K+]. The catalyst is C1C=CC(/C=C/C(/C=C/C2C=CC=CC=2)=O)=CC=1.C1C=CC(/C=C/C(/C=C/C2C=CC=CC=2)=O)=CC=1.C1C=CC(/C=C/C(/C=C/C2C=CC=CC=2)=O)=CC=1.[Pd].[Pd].O1CCOCC1. The product is [CH2:27]([C@H:18]1[CH2:19][N:20]([CH:23]2[CH2:26][O:25][CH2:24]2)[CH2:21][CH2:22][N:17]1[C:14]1[CH:15]=[CH:16][C:11]([NH:10][C:4]2[C:5](=[O:9])[N:6]([CH3:8])[CH:7]=[C:2]([B:29]3[O:33][C:32]([CH3:35])([CH3:34])[C:31]([CH3:37])([CH3:36])[O:30]3)[CH:3]=2)=[N:12][CH:13]=1)[CH3:28]. The yield is 0.840. (6) The reactants are Br[C:2]1[O:6][C:5]([C:7]2[CH:14]=[CH:13][C:10]([C:11]#[N:12])=[CH:9][N:8]=2)=[CH:4][CH:3]=1.C([O-])([O-])=O.[Na+].[Na+].[C:21]([C:23]1[CH:28]=[CH:27][C:26](B(O)O)=[CH:25][CH:24]=1)#[N:22].CN(C=O)C. The catalyst is C1(C)C=CC=CC=1.CO.[Pd].C1(P(C2C=CC=CC=2)C2C=CC=CC=2)C=CC=CC=1.C1(P(C2C=CC=CC=2)C2C=CC=CC=2)C=CC=CC=1.C1(P(C2C=CC=CC=2)C2C=CC=CC=2)C=CC=CC=1.C1(P(C2C=CC=CC=2)C2C=CC=CC=2)C=CC=CC=1. The product is [C:21]([C:23]1[CH:28]=[CH:27][C:26]([C:2]2[O:6][C:5]([C:7]3[CH:14]=[CH:13][C:10]([C:11]#[N:12])=[CH:9][N:8]=3)=[CH:4][CH:3]=2)=[CH:25][CH:24]=1)#[N:22]. The yield is 0.760.